From a dataset of Forward reaction prediction with 1.9M reactions from USPTO patents (1976-2016). Predict the product of the given reaction. (1) The product is: [N+:20]([C:23]([CH3:24])=[CH:13][C:6]1[C:7]2[CH:8]=[N:9][CH:10]=[CH:11][C:12]=2[N:4]2[CH2:3][CH2:2][CH2:1][C:5]=12)([O-:22])=[O:21]. Given the reactants [CH2:1]1[C:5]2=[C:6]([CH:13]=O)[C:7]3[CH:8]=[N:9][CH:10]=[CH:11][C:12]=3[N:4]2[CH2:3][CH2:2]1.C([O-])(=O)C.[NH4+].[N+:20]([CH2:23][CH3:24])([O-:22])=[O:21], predict the reaction product. (2) The product is: [O:16]=[C:15]1[NH:1][C:2]2[CH:11]=[CH:10][C:5]([C:6]([O:8][CH3:9])=[O:7])=[CH:4][C:3]=2[CH2:12][N:13]([C:19]([O:21][C:22]([CH3:25])([CH3:24])[CH3:23])=[O:20])[CH2:14]1. Given the reactants [NH2:1][C:2]1[CH:11]=[CH:10][C:5]([C:6]([O:8][CH3:9])=[O:7])=[CH:4][C:3]=1[CH2:12][N:13]([C:19]([O:21][C:22]([CH3:25])([CH3:24])[CH3:23])=[O:20])[CH2:14][C:15](OC)=[O:16].[H-].[Na+], predict the reaction product. (3) Given the reactants [CH:1]([N:4]([C:29]1[CH:30]=[N:31][C:32]([O:35][CH3:36])=[CH:33][CH:34]=1)[C:5](=[O:28])[CH2:6][N:7]1[C:16](=[O:17])[CH2:15][C:14]2[N:10]([C:11]([C:18]3[CH:23]=[CH:22][CH:21]=[CH:20][CH:19]=3)=[N:12][N:13]=2)[C:9]2[CH:24]=[CH:25][CH:26]=[CH:27][C:8]1=2)([CH3:3])[CH3:2].[NH:37]1[C:45]2[C:40](=[CH:41][CH:42]=[CH:43][CH:44]=2)[C:39]([CH:46]=O)=[CH:38]1, predict the reaction product. The product is: [NH:37]1[C:45]2[C:40](=[CH:41][CH:42]=[CH:43][CH:44]=2)[C:39]([CH:46]=[C:15]2[C:14]3[N:10]([C:11]([C:18]4[CH:23]=[CH:22][CH:21]=[CH:20][CH:19]=4)=[N:12][N:13]=3)[C:9]3[CH:24]=[CH:25][CH:26]=[CH:27][C:8]=3[N:7]([CH2:6][C:5]([N:4]([CH:1]([CH3:3])[CH3:2])[C:29]3[CH:30]=[N:31][C:32]([O:35][CH3:36])=[CH:33][CH:34]=3)=[O:28])[C:16]2=[O:17])=[CH:38]1.